This data is from Catalyst prediction with 721,799 reactions and 888 catalyst types from USPTO. The task is: Predict which catalyst facilitates the given reaction. Reactant: [CH3:1][CH:2]([CH3:31])[CH2:3][C@H:4]([NH:23]C(=O)OC(C)(C)C)[CH2:5][O:6][C:7]1[CH:8]=[CH:9][C:10]2[C:19]3[C:14](=[CH:15][N:16]=[CH:17][CH:18]=3)[C:13](=[O:20])[N:12]([CH3:21])[C:11]=2[CH:22]=1.Cl. Product: [NH2:23][C@@H:4]([CH2:3][CH:2]([CH3:31])[CH3:1])[CH2:5][O:6][C:7]1[CH:8]=[CH:9][C:10]2[C:19]3[C:14](=[CH:15][N:16]=[CH:17][CH:18]=3)[C:13](=[O:20])[N:12]([CH3:21])[C:11]=2[CH:22]=1. The catalyst class is: 269.